This data is from Reaction yield outcomes from USPTO patents with 853,638 reactions. The task is: Predict the reaction yield, written as a fraction of the theoretical maximum amount of product (1.0 means a 100% yield; for example, 0.34 means a 34% yield). (1) The yield is 0.260. The product is [Cl:31][C:30]1[C:25]([NH:24][C:4](=[O:6])[C:3]2[CH:7]=[C:8]([C:11]3[CH:16]=[CH:15][CH:14]=[C:13]([F:17])[CH:12]=3)[CH:9]=[CH:10][C:2]=2[F:1])=[C:26]([F:33])[C:27]([OH:32])=[CH:28][CH:29]=1. The reactants are [F:1][C:2]1[CH:10]=[CH:9][C:8]([C:11]2[CH:16]=[CH:15][CH:14]=[C:13]([F:17])[CH:12]=2)=[CH:7][C:3]=1[C:4]([OH:6])=O.C(Cl)(C(Cl)=O)=O.[NH2:24][C:25]1[C:26]([F:33])=[C:27]([OH:32])[CH:28]=[CH:29][C:30]=1[Cl:31].C([O-])(O)=O.[Na+]. The catalyst is C(Cl)Cl.C1COCC1.CN(C=O)C. (2) The reactants are Br[C:2]1[CH:7]=[CH:6][C:5]([S:8]([NH2:11])(=[O:10])=[O:9])=[CH:4][CH:3]=1.C([O-])(=O)C.[K+].[CH:17]12[CH2:22][CH:21]1[CH2:20][N:19]([C:23](=[O:39])[C:24]([C:27]1[S:28][CH:29]=[C:30]([C:32]3[CH:37]=[CH:36][C:35]([Cl:38])=[CH:34][CH:33]=3)[N:31]=1)([F:26])[F:25])[CH2:18]2. The catalyst is C([O-])(=O)C.[Pd+2].C([O-])(=O)C.CC(N(C)C)=O. The product is [CH:17]12[CH2:22][CH:21]1[CH2:20][N:19]([C:23](=[O:39])[C:24]([C:27]1[S:28][C:29]([C:2]3[CH:7]=[CH:6][C:5]([S:8]([NH2:11])(=[O:10])=[O:9])=[CH:4][CH:3]=3)=[C:30]([C:32]3[CH:37]=[CH:36][C:35]([Cl:38])=[CH:34][CH:33]=3)[N:31]=1)([F:26])[F:25])[CH2:18]2. The yield is 0.234.